This data is from Full USPTO retrosynthesis dataset with 1.9M reactions from patents (1976-2016). The task is: Predict the reactants needed to synthesize the given product. (1) Given the product [CH:1]1([C:6]([N:8]2[CH2:13][CH:12]([C:14]3[CH:15]=[CH:16][C:17]([CH2:18][CH3:19])=[CH:20][CH:21]=3)[CH2:11][CH:10]([C:22]3[O:24][N:28]=[C:27]([C:29]4[CH:34]=[CH:33][CH:32]=[CH:31][N:30]=4)[N:26]=3)[CH2:9]2)=[O:7])[CH2:5][CH2:4][CH2:3][CH2:2]1, predict the reactants needed to synthesize it. The reactants are: [CH:1]1([C:6]([N:8]2[CH2:13][CH:12]([C:14]3[CH:19]=[CH:18][C:17]([CH2:20][CH3:21])=[CH:16][CH:15]=3)[CH2:11][CH:10]([C:22]([OH:24])=O)[CH2:9]2)=[O:7])[CH2:5][CH2:4][CH2:3][CH2:2]1.O[NH:26][C:27]([C:29]1[CH:34]=[CH:33][CH:32]=[CH:31][N:30]=1)=[NH:28]. (2) Given the product [OH:2][C:3]1[CH:4]=[C:5]([C@H:9]([NH2:11])[CH3:10])[CH:6]=[CH:7][CH:8]=1, predict the reactants needed to synthesize it. The reactants are: C[O:2][C:3]1[CH:4]=[C:5]([C@H:9]([NH2:11])[CH3:10])[CH:6]=[CH:7][CH:8]=1. (3) Given the product [C:1]([O:5][C:6](=[O:15])[C:7]1[CH:12]=[CH:11][C:10]([F:13])=[C:9]([CH:27]=[O:28])[C:8]=1[Br:14])([CH3:4])([CH3:2])[CH3:3], predict the reactants needed to synthesize it. The reactants are: [C:1]([O:5][C:6](=[O:15])[C:7]1[CH:12]=[CH:11][C:10]([F:13])=[CH:9][C:8]=1[Br:14])([CH3:4])([CH3:3])[CH3:2].C([N-]C(C)C)(C)C.[Li+].CN([CH:27]=[O:28])C. (4) The reactants are: [N:1]1([C:7]2[N:15]=[C:14]([C:16]3[CH:17]=[C:18]([CH2:22][OH:23])[CH:19]=[CH:20][CH:21]=3)[N:13]=[C:12]3[C:8]=2[N:9]=[CH:10][N:11]3[CH:24]2[CH2:29][CH2:28][NH:27][CH2:26][CH2:25]2)[CH2:6][CH2:5][O:4][CH2:3][CH2:2]1.[BH3-]C#N.[Na+].[F:34][C:35]1[CH:42]=[C:41]([F:43])[CH:40]=[C:39]([F:44])[C:36]=1[CH:37]=O. Given the product [N:1]1([C:7]2[N:15]=[C:14]([C:16]3[CH:17]=[C:18]([CH2:22][OH:23])[CH:19]=[CH:20][CH:21]=3)[N:13]=[C:12]3[C:8]=2[N:9]=[CH:10][N:11]3[CH:24]2[CH2:29][CH2:28][N:27]([CH2:37][C:36]3[C:35]([F:34])=[CH:42][C:41]([F:43])=[CH:40][C:39]=3[F:44])[CH2:26][CH2:25]2)[CH2:6][CH2:5][O:4][CH2:3][CH2:2]1, predict the reactants needed to synthesize it. (5) Given the product [F:18][C:16]1([F:19])[O:15][C:14]2[CH:20]=[CH:21][C:11]([C:50]3([OH:57])[C:51]4[C:56](=[CH:55][CH:54]=[CH:53][CH:52]=4)[N:48]([CH2:47][C:46]4[CH:59]=[CH:60][C:43]([O:42][CH3:41])=[CH:44][CH:45]=4)[C:49]3=[O:58])=[CH:12][C:13]=2[O:17]1, predict the reactants needed to synthesize it. The reactants are: BrC1C=CC(OC)=NC=1.Br[C:11]1[CH:21]=[CH:20][C:14]2[O:15][C:16]([F:19])([F:18])[O:17][C:13]=2[CH:12]=1.ClC1C=CC(CN2C3C(=CC=CC=3)C(=O)C2=O)=CC=1.[CH3:41][O:42][C:43]1[CH:60]=[CH:59][C:46]([CH2:47][N:48]2[C:56]3[C:51](=[CH:52][CH:53]=[CH:54][CH:55]=3)[C:50](=[O:57])[C:49]2=[O:58])=[CH:45][CH:44]=1.